The task is: Predict the reaction yield, written as a fraction of the theoretical maximum amount of product (1.0 means a 100% yield; for example, 0.34 means a 34% yield).. This data is from Reaction yield outcomes from USPTO patents with 853,638 reactions. (1) The reactants are [CH3:1][CH:2]([CH3:34])[CH2:3][C:4]([N:6]([CH2:31][CH2:32][CH3:33])[C:7]1[S:8][CH:9]=[C:10]([C:12]2[C:13]3[CH:20]=[CH:19][N:18](S(C4C=CC(C)=CC=4)(=O)=O)[C:14]=3[N:15]=[CH:16][N:17]=2)[N:11]=1)=[O:5].[F-].C([N+](CCCC)(CCCC)CCCC)CCC. The catalyst is C1COCC1. The product is [CH3:1][CH:2]([CH3:34])[CH2:3][C:4]([N:6]([CH2:31][CH2:32][CH3:33])[C:7]1[S:8][CH:9]=[C:10]([C:12]2[C:13]3[CH:20]=[CH:19][NH:18][C:14]=3[N:15]=[CH:16][N:17]=2)[N:11]=1)=[O:5]. The yield is 0.390. (2) The yield is 0.984. The catalyst is CCOCC. The reactants are Br[C:2]1[C:3]([CH3:9])=[N:4][C:5]([CH3:8])=[CH:6][CH:7]=1.C([Li])CCC.C(O[B:19]1[O:23][C:22]([CH3:25])([CH3:24])[C:21]([CH3:27])([CH3:26])[O:20]1)(C)C. The product is [CH3:9][C:3]1[C:2]([B:19]2[O:23][C:22]([CH3:25])([CH3:24])[C:21]([CH3:27])([CH3:26])[O:20]2)=[CH:7][CH:6]=[C:5]([CH3:8])[N:4]=1. (3) The reactants are [F:1][C:2]1[CH:7]=[CH:6][CH:5]=[C:4]([OH:8])[C:3]=1[C:9]1[N:18]=[C:17]([N:19]2[CH2:23][CH2:22][C@@H:21]([NH:24][C:25](=[O:32])[O:26][C@H:27]3[CH2:31][CH2:30][O:29][CH2:28]3)[CH2:20]2)[C:16]2[C:11](=[CH:12][C:13]([CH3:33])=[CH:14][CH:15]=2)[N:10]=1.CCOCC.C(Cl)[Cl:40]. No catalyst specified. The product is [ClH:40].[F:1][C:2]1[CH:7]=[CH:6][CH:5]=[C:4]([OH:8])[C:3]=1[C:9]1[N:18]=[C:17]([N:19]2[CH2:23][CH2:22][C@@H:21]([NH:24][C:25](=[O:32])[O:26][C@H:27]3[CH2:31][CH2:30][O:29][CH2:28]3)[CH2:20]2)[C:16]2[C:11](=[CH:12][C:13]([CH3:33])=[CH:14][CH:15]=2)[N:10]=1. The yield is 0.760. (4) The reactants are [F:1][C:2]([F:14])([F:13])[C:3]([C:9]([F:12])([F:11])[F:10])([OH:8])[CH2:4][CH2:5][CH2:6][OH:7].C[Li].[CH2:17]([Li])CCC.[C:22](Cl)(=[O:26])[C:23]([CH3:25])=[CH2:24]. No catalyst specified. The product is [C:22]([O:7][CH2:6][CH:5]([CH3:17])[CH2:4][C:3]([C:9]([F:10])([F:11])[F:12])([OH:8])[C:2]([F:13])([F:14])[F:1])(=[O:26])[C:23]([CH3:25])=[CH2:24]. The yield is 0.760. (5) The reactants are C(C(CC(CC)CO)CO)C.[OH-].[K+].[H][H].[CH2:16]([CH:18]([CH2:22][CH:23]([CH2:27][CH3:28])[C:24]([O-:26])=[O:25])[C:19]([O-:21])=[O:20])[CH3:17].[K+].[K+].S(=O)(=O)(O)O. The catalyst is O.[Ni]. The product is [CH2:16]([CH:18]([CH2:22][CH:23]([CH2:27][CH3:28])[C:24]([OH:26])=[O:25])[C:19]([OH:21])=[O:20])[CH3:17]. The yield is 0.791.